Dataset: Full USPTO retrosynthesis dataset with 1.9M reactions from patents (1976-2016). Task: Predict the reactants needed to synthesize the given product. (1) Given the product [F:1][C:2]1[C:3]([N:9]2[CH2:13][C:12]([CH3:14])([CH3:15])[N:11]([CH3:18])[C:10]2=[O:16])=[N:4][CH:5]=[C:6]([I:8])[CH:7]=1, predict the reactants needed to synthesize it. The reactants are: [F:1][C:2]1[C:3]([N:9]2[CH2:13][C:12]([CH3:15])([CH3:14])[NH:11][C:10]2=[O:16])=[N:4][CH:5]=[C:6]([I:8])[CH:7]=1.I[CH3:18]. (2) Given the product [S:1](=[O:32])(=[O:31])([O:3][CH2:4][C@H:5]1[CH2:6][C@@H:7]([N:15]2[C:19]3[N:20]=[CH:21][N:22]=[C:23]([S:24][C:25]4[CH:30]=[CH:29][CH:28]=[CH:27][CH:26]=4)[C:18]=3[CH:17]=[CH:16]2)[C@H:8]([OH:9])[C@@H:12]1[OH:11])[NH2:2], predict the reactants needed to synthesize it. The reactants are: [S:1](=[O:32])(=[O:31])([O:3][CH2:4][C@@H:5]1[C@@H:12]2[C@@H:8]([O:9]C(C)(C)[O:11]2)[C@H:7]([N:15]2[C:19]3[N:20]=[CH:21][N:22]=[C:23]([S:24][C:25]4[CH:30]=[CH:29][CH:28]=[CH:27][CH:26]=4)[C:18]=3[CH:17]=[CH:16]2)[CH2:6]1)[NH2:2]. (3) The reactants are: [O:1]1[C:10]2[CH:9]=[C:8]([CH:11](O)[CH2:12][Si](C)(C)C)[N:7]=[CH:6][C:5]=2[O:4][CH2:3][CH2:2]1.CC([O-])(C)C.[K+]. Given the product [CH:11]([C:8]1[N:7]=[CH:6][C:5]2[O:4][CH2:3][CH2:2][O:1][C:10]=2[CH:9]=1)=[CH2:12], predict the reactants needed to synthesize it. (4) The reactants are: [C:1]([O:5][C:6]([N:8]1[CH2:13][CH:12]=[C:11]([C:14]2[NH:23][C:17]3[N:18]=[CH:19][N:20]=[C:21](Cl)[C:16]=3[CH:15]=2)[CH2:10][CH2:9]1)=[O:7])([CH3:4])([CH3:3])[CH3:2].[NH:24]1[CH:28]=[CH:27][N:26]=[C:25]1[C:29]1[CH:30]=[C:31]([NH2:35])[CH:32]=[CH:33][CH:34]=1.FC(F)(F)C(O)=O. Given the product [C:1]([O:5][C:6]([N:8]1[CH2:13][CH:12]=[C:11]([C:14]2[NH:23][C:17]3[N:18]=[CH:19][N:20]=[C:21]([NH:35][C:31]4[CH:32]=[CH:33][CH:34]=[C:29]([C:25]5[NH:26][CH:27]=[CH:28][N:24]=5)[CH:30]=4)[C:16]=3[CH:15]=2)[CH2:10][CH2:9]1)=[O:7])([CH3:4])([CH3:3])[CH3:2], predict the reactants needed to synthesize it.